From a dataset of Peptide-MHC class II binding affinity with 134,281 pairs from IEDB. Regression. Given a peptide amino acid sequence and an MHC pseudo amino acid sequence, predict their binding affinity value. This is MHC class II binding data. (1) The peptide sequence is LAVFLLLIMGQLTWN. The MHC is DRB1_1501 with pseudo-sequence DRB1_1501. The binding affinity (normalized) is 0.153. (2) The peptide sequence is YFKGNFERLAITKGK. The MHC is DRB3_0202 with pseudo-sequence DRB3_0202. The binding affinity (normalized) is 0.282. (3) The peptide sequence is YKTIAFDEEARR. The MHC is DRB1_0101 with pseudo-sequence DRB1_0101. The binding affinity (normalized) is 0. (4) The MHC is HLA-DQA10102-DQB10602 with pseudo-sequence HLA-DQA10102-DQB10602. The peptide sequence is NVTSIHSLLDEGKQS. The binding affinity (normalized) is 0.334. (5) The peptide sequence is DEPMVQVEAGKVNHS. The MHC is HLA-DQA10501-DQB10201 with pseudo-sequence HLA-DQA10501-DQB10201. The binding affinity (normalized) is 0.167. (6) The peptide sequence is LRLGKEFIRCLALPF. The MHC is HLA-DQA10303-DQB10402 with pseudo-sequence HLA-DQA10303-DQB10402. The binding affinity (normalized) is 0.273. (7) The peptide sequence is WNFAGIEAAASAIQG. The MHC is DRB5_0101 with pseudo-sequence DRB5_0101. The binding affinity (normalized) is 0.419. (8) The peptide sequence is LGHRDALEDDLLNRN. The MHC is DRB1_0901 with pseudo-sequence DRB1_0901. The binding affinity (normalized) is 0.250.